Dataset: Forward reaction prediction with 1.9M reactions from USPTO patents (1976-2016). Task: Predict the product of the given reaction. (1) Given the reactants P(=O)(O)(O)O.[C:6]1([CH:12]2[CH2:16][CH2:15][NH:14][CH2:13]2)[CH:11]=[CH:10][CH:9]=[CH:8][CH:7]=1.N.CO.[CH:20]([C:22]1[CH:37]=[CH:36][C:25]([O:26][C:27]2[CH:35]=[CH:34][C:30]([C:31]([NH2:33])=[O:32])=[CH:29][N:28]=2)=[CH:24][CH:23]=1)=O.C(O[BH-](OC(=O)C)OC(=O)C)(=O)C.[Na+].C(O)(=O)C, predict the reaction product. The product is: [C:6]1([CH:12]2[CH2:16][CH2:15][N:14]([CH2:20][C:22]3[CH:37]=[CH:36][C:25]([O:26][C:27]4[CH:35]=[CH:34][C:30]([C:31]([NH2:33])=[O:32])=[CH:29][N:28]=4)=[CH:24][CH:23]=3)[CH2:13]2)[CH:11]=[CH:10][CH:9]=[CH:8][CH:7]=1. (2) Given the reactants [Br:1][C:2]1[CH:3]=[N:4][C:5]2[N:6]([N:8]=[C:9]([C:11]([OH:13])=O)[CH:10]=2)[CH:7]=1.[O:14]1[CH:18]=[CH:17][CH:16]=[C:15]1[C:19]1[N:23]2[CH2:24][CH2:25][NH:26][CH:27]([CH3:28])[C:22]2=[CH:21][CH:20]=1, predict the reaction product. The product is: [Br:1][C:2]1[CH:3]=[N:4][C:5]2[N:6]([N:8]=[C:9]([C:11]([N:26]3[CH2:25][CH2:24][N:23]4[C:19]([C:15]5[O:14][CH:18]=[CH:17][CH:16]=5)=[CH:20][CH:21]=[C:22]4[CH:27]3[CH3:28])=[O:13])[CH:10]=2)[CH:7]=1.